This data is from Reaction yield outcomes from USPTO patents with 853,638 reactions. The task is: Predict the reaction yield, written as a fraction of the theoretical maximum amount of product (1.0 means a 100% yield; for example, 0.34 means a 34% yield). (1) The reactants are [CH3:1][O:2][C:3]1[CH:11]=[C:7]([C:8]([OH:10])=[O:9])[C:6]([NH2:12])=[CH:5][CH:4]=1.[C:13](OC(=O)C)(=O)[CH3:14]. No catalyst specified. The product is [CH3:13][C:14]1[O:9][C:8](=[O:10])[C:7]2[CH:11]=[C:3]([O:2][CH3:1])[CH:4]=[CH:5][C:6]=2[N:12]=1. The yield is 0.710. (2) The reactants are [F:1][C:2]1[CH:3]=[CH:4][C:5]([OH:30])=[C:6]([CH:29]=1)[CH2:7][NH:8][C:9]([NH:11][C:12]1[N:16]([C:17]2[CH:22]=[CH:21][C:20]([CH3:23])=[CH:19][CH:18]=2)[N:15]=[C:14]([C:24]([CH2:27][CH3:28])([CH3:26])[CH3:25])[CH:13]=1)=[O:10].[Cl:31][C:32]1[N:37]=[C:36](Cl)[CH:35]=[CH:34][N:33]=1.[OH-].[Na+]. The catalyst is CC(C)=O. The product is [Cl:31][C:32]1[N:37]=[C:36]([O:30][C:5]2[CH:4]=[CH:3][C:2]([F:1])=[CH:29][C:6]=2[CH2:7][NH:8][C:9]([NH:11][C:12]2[N:16]([C:17]3[CH:22]=[CH:21][C:20]([CH3:23])=[CH:19][CH:18]=3)[N:15]=[C:14]([C:24]([CH2:27][CH3:28])([CH3:25])[CH3:26])[CH:13]=2)=[O:10])[CH:35]=[CH:34][N:33]=1. The yield is 0.920. (3) The reactants are [N:1]1[CH:6]=[CH:5][CH:4]=[C:3]([CH2:7][OH:8])[CH:2]=1.[CH:9]1(C(O)=O)[CH2:14][CH2:13][CH2:12][CH2:11][CH2:10]1.C(C1C=CC(C=O)=CN=1)(C)(C)C. No catalyst specified. The product is [CH:9]1([C:6]2[CH:5]=[CH:4][C:3]([CH:7]=[O:8])=[CH:2][N:1]=2)[CH2:14][CH2:13][CH2:12][CH2:11][CH2:10]1. The yield is 0.0600. (4) The reactants are [Si:1]([O:8][CH2:9][C:10]1[N:15]=[C:14]([CH3:16])[N:13]=[C:12]([C:17]([O:19]C)=O)[CH:11]=1)([C:4]([CH3:7])([CH3:6])[CH3:5])([CH3:3])[CH3:2].CCN(C(C)C)C(C)C.[F:30][C:31]1[CH:38]=[CH:37][C:34]([CH2:35][NH2:36])=[CH:33][C:32]=1[O:39][CH3:40]. The catalyst is CO. The product is [Si:1]([O:8][CH2:9][C:10]1[N:15]=[C:14]([CH3:16])[N:13]=[C:12]([C:17]([NH:36][CH2:35][C:34]2[CH:37]=[CH:38][C:31]([F:30])=[C:32]([O:39][CH3:40])[CH:33]=2)=[O:19])[CH:11]=1)([C:4]([CH3:5])([CH3:6])[CH3:7])([CH3:2])[CH3:3]. The yield is 0.810. (5) The reactants are [CH2:1](N(CC)CC)C.C[Si](C)(C)Cl.[CH:13]1([C:19]2[CH:43]=[CH:42][C:22]([C:23]([NH:25][C:26]3[CH:30]=[CH:29][S:28][C:27]=3[C:31]([NH:33][CH2:34][CH2:35][CH:36]3[CH2:41][CH2:40]O[CH2:38][CH2:37]3)=[O:32])=O)=[CH:21][CH:20]=2)[CH2:18][CH2:17][CH2:16][CH2:15][CH2:14]1. The catalyst is C(#N)C. The product is [CH:36]1([CH2:35][CH2:34][N:33]2[C:31](=[O:32])[C:27]3[S:28][CH:29]=[CH:30][C:26]=3[N:25]=[C:23]2[C:22]2[CH:42]=[CH:43][C:19]([CH:13]3[CH2:18][CH2:17][CH2:16][CH2:15][CH2:14]3)=[CH:20][CH:21]=2)[CH2:41][CH2:40][CH2:1][CH2:38][CH2:37]1. The yield is 0.460. (6) The reactants are [CH3:1][C@H:2]([NH:7][C:8]([C:10]1[C:18]2[C:13](=[N:14][CH:15]=[C:16](Br)[N:17]=2)[N:12]([CH2:20][O:21][CH2:22][CH2:23][Si:24]([CH3:27])([CH3:26])[CH3:25])[CH:11]=1)=[O:9])[C:3]([CH3:6])([CH3:5])[CH3:4].[CH2:28]([NH:35][C:36]([C:38]1[S:42][C:41](B(O)O)=[CH:40][CH:39]=1)=[O:37])[C:29]1[CH:34]=[CH:33][CH:32]=[CH:31][CH:30]=1.C([O-])([O-])=O.[Na+].[Na+]. The catalyst is O1CCOCC1.O.C1C=CC([P]([Pd]([P](C2C=CC=CC=2)(C2C=CC=CC=2)C2C=CC=CC=2)([P](C2C=CC=CC=2)(C2C=CC=CC=2)C2C=CC=CC=2)[P](C2C=CC=CC=2)(C2C=CC=CC=2)C2C=CC=CC=2)(C2C=CC=CC=2)C2C=CC=CC=2)=CC=1. The product is [CH3:1][C@H:2]([NH:7][C:8]([C:10]1[C:18]2[C:13](=[N:14][CH:15]=[C:16]([C:41]3[S:42][C:38]([C:36](=[O:37])[NH:35][CH2:28][C:29]4[CH:34]=[CH:33][CH:32]=[CH:31][CH:30]=4)=[CH:39][CH:40]=3)[N:17]=2)[N:12]([CH2:20][O:21][CH2:22][CH2:23][Si:24]([CH3:27])([CH3:26])[CH3:25])[CH:11]=1)=[O:9])[C:3]([CH3:6])([CH3:5])[CH3:4]. The yield is 0.520. (7) No catalyst specified. The reactants are [CH2:1](O[C@H](CCCCCCCCCC(C)C)CC(OC[C:1]([C:2]1[CH:7]=[CH:6][C:5](Br)=[CH:4][CH:3]=1)=O)=O)[C:2]1[CH:7]=[CH:6][CH:5]=[CH:4][CH:3]=1.[OH:36][C@H:37]([CH2:52][CH2:53][CH2:54][CH2:55][CH2:56][CH2:57][CH2:58][CH2:59][CH2:60][CH2:61][CH2:62][CH:63]([CH3:65])[CH3:64])[CH2:38][C:39]([O:41][CH2:42][C:43]([C:45]1[CH:50]=[CH:49][C:48]([Br:51])=[CH:47][CH:46]=1)=[O:44])=[O:40]. The product is [CH2:1]([O:36][C@H:37]([CH2:52][CH2:53][CH2:54][CH2:55][CH2:56][CH2:57][CH2:58][CH2:59][CH2:60][CH2:61][CH2:62][CH:63]([CH3:65])[CH3:64])[CH2:38][C:39]([O:41][CH2:42][C:43]([C:45]1[CH:46]=[CH:47][C:48]([Br:51])=[CH:49][CH:50]=1)=[O:44])=[O:40])[C:2]1[CH:7]=[CH:6][CH:5]=[CH:4][CH:3]=1. The yield is 0.710.